From a dataset of Reaction yield outcomes from USPTO patents with 853,638 reactions. Predict the reaction yield, written as a fraction of the theoretical maximum amount of product (1.0 means a 100% yield; for example, 0.34 means a 34% yield). (1) The reactants are [CH2:1](Br)[C:2]1[CH:7]=[CH:6][CH:5]=[CH:4][CH:3]=1.[CH2:9]([N:16]1[C:20]2[N:21]=[C:22]([Cl:28])[CH:23]=[C:24]([C:25]([OH:27])=[O:26])[C:19]=2[CH:18]=[N:17]1)[C:10]1[CH:15]=[CH:14][CH:13]=[CH:12][CH:11]=1.C(=O)([O-])[O-].[K+].[K+]. The catalyst is CN(C=O)C. The product is [CH2:9]([N:16]1[C:20]2[N:21]=[C:22]([Cl:28])[CH:23]=[C:24]([C:25]([O:27][CH2:1][C:2]3[CH:7]=[CH:6][CH:5]=[CH:4][CH:3]=3)=[O:26])[C:19]=2[CH:18]=[N:17]1)[C:10]1[CH:11]=[CH:12][CH:13]=[CH:14][CH:15]=1. The yield is 0.920. (2) The reactants are [NH2:1][CH2:2][C:3]1[C:4]([F:20])=[C:5]([O:10][C:11]2[CH:12]=[C:13]([CH:16]=[C:17]([Cl:19])[CH:18]=2)[C:14]#[N:15])[C:6]([Cl:9])=[CH:7][CH:8]=1.CC1(C)[O:26][C@@H:25]([CH2:27][CH2:28][O:29][C:30]2[CH:31]=[C:32]3[C:36](=[CH:37][CH:38]=2)[NH:35][C:34]([C:39](O)=[O:40])=[CH:33]3)[CH2:24][O:23]1.CCN(C(C)C)C(C)C.CN(C(ON1N=NC2C=CC=NC1=2)=[N+](C)C)C.F[P-](F)(F)(F)(F)F. The catalyst is CN(C=O)C.O.CCOC(C)=O. The product is [Cl:9][C:6]1[CH:7]=[CH:8][C:3]([CH2:2][NH:1][C:39]([C:34]2[NH:35][C:36]3[C:32]([CH:33]=2)=[CH:31][C:30]([O:29][CH2:28][CH2:27][C@H:25]([OH:26])[CH2:24][OH:23])=[CH:38][CH:37]=3)=[O:40])=[C:4]([F:20])[C:5]=1[O:10][C:11]1[CH:12]=[C:13]([C:14]#[N:15])[CH:16]=[C:17]([Cl:19])[CH:18]=1. The yield is 0.420.